Dataset: Forward reaction prediction with 1.9M reactions from USPTO patents (1976-2016). Task: Predict the product of the given reaction. Given the reactants [Br:1][C:2]1[CH:7]=[CH:6][CH:5]=[C:4]([CH2:8]Br)[CH:3]=1.[CH:10]1([Mg]Br)[CH2:13][CH2:12][CH2:11]1, predict the reaction product. The product is: [Br:1][C:2]1[CH:7]=[CH:6][CH:5]=[C:4]([CH2:8][CH:10]2[CH2:13][CH2:12][CH2:11]2)[CH:3]=1.